This data is from Reaction yield outcomes from USPTO patents with 853,638 reactions. The task is: Predict the reaction yield, written as a fraction of the theoretical maximum amount of product (1.0 means a 100% yield; for example, 0.34 means a 34% yield). (1) The reactants are [CH3:1][C:2]1[CH:8]=[CH:7][C:6]([CH3:9])=[CH:5][C:3]=1[NH2:4].ClCCl.C(=O)(O)[O-].[Na+].C[N+](C)(C)C.Cl[I-:24]Cl. The catalyst is O.CO. The product is [I:24][C:7]1[C:6]([CH3:9])=[CH:5][C:3]([NH2:4])=[C:2]([CH3:1])[CH:8]=1. The yield is 0.980. (2) The product is [OH:13][C:6]1[C:7]([C:15]([O:19][CH2:20][CH3:21])=[O:22])=[CH:8][N:32]=[C:4]([OH:3])[CH:5]=1. The reactants are C([O:3][C:4](=O)[CH2:5][C:6](=[O:13])[CH2:7][C:8](OCC)=O)C.[CH:15]([O:22]CC)([O:19][CH2:20][CH3:21])OCC.C(OC(=O)C)(=O)C.[NH3:32]. The yield is 0.600. The catalyst is C(Cl)Cl. (3) The reactants are CS(C)=O.C(Cl)(=O)C(Cl)=O.[C:11]([O:15][C:16]([N:18]1[CH2:22][CH2:21][C@@H:20]([O:23][Si:24]([C:27]([CH3:30])([CH3:29])[CH3:28])([CH3:26])[CH3:25])[C@H:19]1[CH2:31][OH:32])=[O:17])([CH3:14])([CH3:13])[CH3:12].C(N(CC)CC)C. The catalyst is C(Cl)Cl. The product is [C:11]([O:15][C:16]([N:18]1[CH2:22][CH2:21][C@@H:20]([O:23][Si:24]([C:27]([CH3:30])([CH3:29])[CH3:28])([CH3:26])[CH3:25])[C@H:19]1[CH:31]=[O:32])=[O:17])([CH3:14])([CH3:13])[CH3:12]. The yield is 0.870. (4) The reactants are [CH2:1]([O:8][C:9]1[CH:18]=[C:17]2[C:12]([C:13](O)=[CH:14][CH:15]=[N:16]2)=[CH:11][C:10]=1[O:20][CH3:21])[C:2]1[CH:7]=[CH:6][CH:5]=[CH:4][CH:3]=1.C(=O)([O-])[O-].[Na+].[Na+].C(=O)(O)[O-].[Na+].P(Cl)(Cl)([Cl:35])=O. No catalyst specified. The product is [CH2:1]([O:8][C:9]1[CH:18]=[C:17]2[C:12]([C:13]([Cl:35])=[CH:14][CH:15]=[N:16]2)=[CH:11][C:10]=1[O:20][CH3:21])[C:2]1[CH:7]=[CH:6][CH:5]=[CH:4][CH:3]=1. The yield is 0.950. (5) The reactants are [NH2:1][C:2]1[CH:11]=[CH:10][C:9]([N:12]([C:17]2[C:36]([CH:37]3[CH2:39][CH2:38]3)=[CH:35][C:20]3[C:21]([C:31](=[O:34])[NH:32][CH3:33])=[C:22]([C:24]4[CH:29]=[CH:28][C:27]([F:30])=[CH:26][CH:25]=4)[O:23][C:19]=3[CH:18]=2)[S:13]([CH3:16])(=[O:15])=[O:14])=[CH:8][C:3]=1[C:4]([O:6][CH3:7])=[O:5].C1C(=O)N([Cl:47])C(=O)C1. The catalyst is CC#N. The product is [NH2:1][C:2]1[C:11]([Cl:47])=[CH:10][C:9]([N:12]([C:17]2[C:36]([CH:37]3[CH2:39][CH2:38]3)=[CH:35][C:20]3[C:21]([C:31](=[O:34])[NH:32][CH3:33])=[C:22]([C:24]4[CH:25]=[CH:26][C:27]([F:30])=[CH:28][CH:29]=4)[O:23][C:19]=3[CH:18]=2)[S:13]([CH3:16])(=[O:15])=[O:14])=[CH:8][C:3]=1[C:4]([O:6][CH3:7])=[O:5]. The yield is 0.760. (6) The reactants are Cl.CC([N:6]([CH2:10][CH:11]([NH:19][C:20]([C:22]1[N:23]([CH3:33])[CH:24]=[C:25]([C:27]2[N:31]([CH3:32])[N:30]=[CH:29][CH:28]=2)[CH:26]=1)=[O:21])[CH2:12][C:13]1[CH:18]=[CH:17][CH:16]=[CH:15][CH:14]=1)C(=O)[O-])(C)C. The catalyst is O1CCOCC1.C(Cl)(Cl)Cl.CO. The product is [NH2:6][CH2:10][CH:11]([NH:19][C:20]([C:22]1[N:23]([CH3:33])[CH:24]=[C:25]([C:27]2[N:31]([CH3:32])[N:30]=[CH:29][CH:28]=2)[CH:26]=1)=[O:21])[CH2:12][C:13]1[CH:18]=[CH:17][CH:16]=[CH:15][CH:14]=1. The yield is 0.320. (7) The reactants are [C:1]([N:5]1[C:9]2[CH:10]=[CH:11][C:12]([C:14]3[CH:15]=[N:16][C:17]([NH2:20])=[N:18][CH:19]=3)=[CH:13][C:8]=2[N:7]=[C:6]1[C:21]1[CH:26]=[C:25]([CH:27]=[CH2:28])[CH:24]=[CH:23][C:22]=1[N:29]1[CH:33]=[N:32][CH:31]=[N:30]1)([CH3:4])([CH3:3])[CH3:2]. The catalyst is CCO.[Pd]. The product is [C:1]([N:5]1[C:9]2[CH:10]=[CH:11][C:12]([C:14]3[CH:15]=[N:16][C:17]([NH2:20])=[N:18][CH:19]=3)=[CH:13][C:8]=2[N:7]=[C:6]1[C:21]1[CH:26]=[C:25]([CH2:27][CH3:28])[CH:24]=[CH:23][C:22]=1[N:29]1[CH:33]=[N:32][CH:31]=[N:30]1)([CH3:2])([CH3:3])[CH3:4]. The yield is 0.310.